Dataset: Forward reaction prediction with 1.9M reactions from USPTO patents (1976-2016). Task: Predict the product of the given reaction. Given the reactants [Cl:1][C:2]1[CH:3]=[C:4]([C@@H:8]2[C@@H:13]([C:14]3[CH:19]=[CH:18][C:17]([Cl:20])=[CH:16][CH:15]=3)[N:12](C3CCC=C3)[C:11](=[O:26])[CH2:10][CH2:9]2)[CH:5]=[CH:6][CH:7]=1.C[N+]1([O-])CC[O:31][CH2:30]C1.I([O-])(=O)(=O)=O.[Na+].[CH2:41]1[CH2:45][O:44][CH2:43][CH2:42]1, predict the reaction product. The product is: [Cl:1][C:2]1[CH:3]=[C:4]([C@H:8]2[CH2:9][CH2:10][C:11](=[O:26])[N:12]([CH:42]([CH2:41][CH2:45][CH:30]=[O:31])[CH:43]=[O:44])[C@@H:13]2[C:14]2[CH:19]=[CH:18][C:17]([Cl:20])=[CH:16][CH:15]=2)[CH:5]=[CH:6][CH:7]=1.